This data is from Full USPTO retrosynthesis dataset with 1.9M reactions from patents (1976-2016). The task is: Predict the reactants needed to synthesize the given product. (1) Given the product [NH2:1][C:4]1[N:9]=[CH:8][C:7]([O:10][C:11]2[CH:16]=[CH:15][N:14]=[C:13]([NH:17][C:18](=[O:24])[O:19][C:20]([CH3:22])([CH3:21])[CH3:23])[CH:12]=2)=[CH:6][CH:5]=1, predict the reactants needed to synthesize it. The reactants are: [N+:1]([C:4]1[N:9]=[CH:8][C:7]([O:10][C:11]2[CH:16]=[CH:15][N:14]=[C:13]([NH:17][C:18](=[O:24])[O:19][C:20]([CH3:23])([CH3:22])[CH3:21])[CH:12]=2)=[CH:6][CH:5]=1)([O-])=O.[NH4+].[Cl-]. (2) Given the product [CH:23]1([C:2]2[C:3]([C:16]3[CH:21]=[CH:20][C:19]([F:22])=[CH:18][CH:17]=3)=[N:4][C:5]([O:13][CH2:14][CH3:15])=[C:6]([CH:12]=2)[C:7]([O:9][CH2:10][CH3:11])=[O:8])[CH2:25][CH2:24]1, predict the reactants needed to synthesize it. The reactants are: Br[C:2]1[C:3]([C:16]2[CH:21]=[CH:20][C:19]([F:22])=[CH:18][CH:17]=2)=[N:4][C:5]([O:13][CH2:14][CH3:15])=[C:6]([CH:12]=1)[C:7]([O:9][CH2:10][CH3:11])=[O:8].[CH:23]1(B(O)O)[CH2:25][CH2:24]1.C1(P(C2CCCCC2)C2C=CC=CC=2C2C(OC)=CC=CC=2OC)CCCCC1.C(=O)([O-])[O-].[Na+].[Na+]. (3) Given the product [CH3:1][CH2:2][CH:3]([N:5]1[N:10]=[CH:9][N:8]([C:11]2[CH:16]=[CH:15][C:14]([N:17]3[CH2:22][CH2:21][N:20]([C:23]4[CH:28]=[CH:27][C:26]([O:29][CH2:30][C@@H:31]5[O:35][C@:34]([C:42]6[CH:43]=[CH:44][C:45]([Cl:49])=[CH:46][C:47]=6[Cl:48])([CH2:36][N:37]6[N:41]=[CH:40][N:39]=[CH:38]6)[O:33][CH2:32]5)=[CH:25][CH:24]=4)[CH2:19][CH2:18]3)=[CH:13][CH:12]=2)[C:6]1=[O:7])[CH3:4], predict the reactants needed to synthesize it. The reactants are: [CH3:1][CH2:2][CH:3]([N:5]1[N:10]=[CH:9][N:8]([C:11]2[CH:12]=[CH:13][C:14]([N:17]3[CH2:22][CH2:21][N:20]([C:23]4[CH:24]=[CH:25][C:26]([O:29][CH2:30][C@@H:31]5[O:35][C@:34]([C:42]6[CH:43]=[CH:44][C:45]([Cl:49])=[CH:46][C:47]=6[Cl:48])([CH2:36][N:37]6[N:41]=[CH:40][N:39]=[CH:38]6)[O:33][CH2:32]5)=[CH:27][CH:28]=4)[CH2:19][CH2:18]3)=[CH:15][CH:16]=2)[C:6]1=[O:7])[CH3:4].C(O)C(O)C.[OH-].[Na+]. (4) Given the product [Cl:1][C:2]1[CH:3]=[C:4]([CH:8]=[C:9]([OH:11])[CH:10]=1)[C:5]([NH:13][CH2:14][C:15]1[CH:22]=[CH:21][C:18]([C:19]#[N:20])=[CH:17][C:16]=1[OH:23])=[O:7], predict the reactants needed to synthesize it. The reactants are: [Cl:1][C:2]1[CH:3]=[C:4]([CH:8]=[C:9]([OH:11])[CH:10]=1)[C:5]([OH:7])=O.Cl.[NH2:13][CH2:14][C:15]1[CH:22]=[CH:21][C:18]([C:19]#[N:20])=[CH:17][C:16]=1[OH:23]. (5) Given the product [CH3:1][O:2][CH:3]([O:12][CH3:13])[C:4]1[CH:9]=[C:8]([CH2:10][NH:17][CH:14]2[CH2:16][CH2:15]2)[CH:7]=[CH:6][N:5]=1, predict the reactants needed to synthesize it. The reactants are: [CH3:1][O:2][CH:3]([O:12][CH3:13])[C:4]1[CH:9]=[C:8]([CH:10]=O)[CH:7]=[CH:6][N:5]=1.[CH:14]1([NH2:17])[CH2:16][CH2:15]1.C(O)(=O)C. (6) The reactants are: [C:1]([O:5][C@@H:6]([C:12]1[C:13]([CH3:43])=[N:14][C:15]2[N:16]([N:26]=[C:27]([C:29](=O)[NH:30][CH2:31][C:32](=O)[CH2:33][C:34]3[CH:39]=[CH:38][C:37]([F:40])=[CH:36][CH:35]=3)[CH:28]=2)[C:17]=1[N:18]1[CH2:23][CH2:22][C:21]([CH3:25])([CH3:24])[CH2:20][CH2:19]1)[C:7]([O:9][CH2:10][CH3:11])=[O:8])([CH3:4])([CH3:3])[CH3:2].COC1C=CC(P2(SP(C3C=CC(OC)=CC=3)(=S)S2)=[S:53])=CC=1. Given the product [C:1]([O:5][C@@H:6]([C:12]1[C:13]([CH3:43])=[N:14][C:15]2[N:16]([N:26]=[C:27]([C:29]3[S:53][C:32]([CH2:33][C:34]4[CH:39]=[CH:38][C:37]([F:40])=[CH:36][CH:35]=4)=[CH:31][N:30]=3)[CH:28]=2)[C:17]=1[N:18]1[CH2:23][CH2:22][C:21]([CH3:25])([CH3:24])[CH2:20][CH2:19]1)[C:7]([O:9][CH2:10][CH3:11])=[O:8])([CH3:4])([CH3:3])[CH3:2], predict the reactants needed to synthesize it. (7) Given the product [O:35]=[C:34]([N:7]1[CH2:8][CH2:4][CH2:5][CH2:6]1)[CH2:33][O:32][N:31]=[C:28]1[CH2:29][CH2:30][N:25]([S:22]([C:19]2[CH:20]=[CH:21][C:16]([O:15][C:14]([F:38])([F:37])[F:13])=[CH:17][CH:18]=2)(=[O:23])=[O:24])[CH2:26][CH2:27]1, predict the reactants needed to synthesize it. The reactants are: Cl.CN(C)[CH2:4][CH2:5][CH2:6][N:7]=[C:8]=NCC.[F:13][C:14]([F:38])([F:37])[O:15][C:16]1[CH:21]=[CH:20][C:19]([S:22]([N:25]2[CH2:30][CH2:29][C:28](=[N:31][O:32][CH2:33][C:34](O)=[O:35])[CH2:27][CH2:26]2)(=[O:24])=[O:23])=[CH:18][CH:17]=1.N1CCCC1.ON1C2C=CC=CC=2N=N1. (8) The reactants are: [F:1][C:2]1[CH:3]=[C:4]([CH:12]2[CH2:16][CH2:15][CH2:14][NH:13]2)[C:5]2[O:10][CH2:9][CH2:8][O:7][C:6]=2[CH:11]=1.Br[C:18]1[CH:23]=[CH:22][N:21]2[N:24]=[CH:25][C:26]([C:27]([O:29][CH2:30][CH3:31])=[O:28])=[C:20]2[CH:19]=1. Given the product [F:1][C:2]1[CH:3]=[C:4]([CH:12]2[CH2:16][CH2:15][CH2:14][N:13]2[C:18]2[CH:23]=[CH:22][N:21]3[N:24]=[CH:25][C:26]([C:27]([O:29][CH2:30][CH3:31])=[O:28])=[C:20]3[CH:19]=2)[C:5]2[O:10][CH2:9][CH2:8][O:7][C:6]=2[CH:11]=1, predict the reactants needed to synthesize it. (9) Given the product [Cl:15][C:16]1[CH:24]=[CH:23][C:19]([C:20]([N:4]2[CH2:5][CH2:6][NH:1][C:2](=[O:7])[CH2:3]2)=[O:21])=[C:18]([C:25]([F:26])([F:27])[F:28])[CH:17]=1, predict the reactants needed to synthesize it. The reactants are: [NH:1]1[CH2:6][CH2:5][NH:4][CH2:3][C:2]1=[O:7].C(N(CC)CC)C.[Cl:15][C:16]1[CH:24]=[CH:23][C:19]([C:20](Cl)=[O:21])=[C:18]([C:25]([F:28])([F:27])[F:26])[CH:17]=1.